Dataset: Forward reaction prediction with 1.9M reactions from USPTO patents (1976-2016). Task: Predict the product of the given reaction. (1) The product is: [Cl:8][C:6]1[C:7]([CH3:15])=[C:2]([Cl:1])[N:3]=[C:4]([N:9]2[CH2:14][CH2:13][O:12][CH2:11][CH2:10]2)[N:5]=1. Given the reactants [Cl:1][C:2]1[CH:7]=[C:6]([Cl:8])[N:5]=[C:4]([N:9]2[CH2:14][CH2:13][O:12][CH2:11][CH2:10]2)[N:3]=1.[CH3:15]C(C(OC)=O)C(OC)=O, predict the reaction product. (2) Given the reactants [Cl:1][C:2]1[CH:7]=[CH:6][CH:5]=[C:4]([Cl:8])[C:3]=1[N:9]1[C:18]2[C:13](=[C:14]([C:29]3[CH:34]=[CH:33][CH:32]=[CH:31][C:30]=3[Cl:35])[CH:15]=[C:16]([CH:19]3[CH2:28][CH2:27][C:22]4(OCC[O:23]4)[CH2:21][CH2:20]3)[CH:17]=2)[CH2:12][NH:11][C:10]1=[O:36], predict the reaction product. The product is: [Cl:1][C:2]1[CH:7]=[CH:6][CH:5]=[C:4]([Cl:8])[C:3]=1[N:9]1[C:18]2[C:13](=[C:14]([C:29]3[CH:34]=[CH:33][CH:32]=[CH:31][C:30]=3[Cl:35])[CH:15]=[C:16]([CH:19]3[CH2:20][CH2:21][C:22](=[O:23])[CH2:27][CH2:28]3)[CH:17]=2)[CH2:12][NH:11][C:10]1=[O:36].